From a dataset of NCI-60 drug combinations with 297,098 pairs across 59 cell lines. Regression. Given two drug SMILES strings and cell line genomic features, predict the synergy score measuring deviation from expected non-interaction effect. (1) Synergy scores: CSS=17.7, Synergy_ZIP=-3.71, Synergy_Bliss=-1.08, Synergy_Loewe=1.71, Synergy_HSA=1.49. Cell line: MDA-MB-231. Drug 1: C1CN(CCN1C(=O)CCBr)C(=O)CCBr. Drug 2: CN(C(=O)NC(C=O)C(C(C(CO)O)O)O)N=O. (2) Drug 1: CC1C(C(CC(O1)OC2CC(CC3=C2C(=C4C(=C3O)C(=O)C5=C(C4=O)C(=CC=C5)OC)O)(C(=O)C)O)N)O.Cl. Drug 2: CCC1=C2CN3C(=CC4=C(C3=O)COC(=O)C4(CC)O)C2=NC5=C1C=C(C=C5)O. Cell line: HS 578T. Synergy scores: CSS=21.7, Synergy_ZIP=-3.89, Synergy_Bliss=0.656, Synergy_Loewe=0.568, Synergy_HSA=2.67. (3) Drug 1: C#CCC(CC1=CN=C2C(=N1)C(=NC(=N2)N)N)C3=CC=C(C=C3)C(=O)NC(CCC(=O)O)C(=O)O. Drug 2: C1C(C(OC1N2C=NC(=NC2=O)N)CO)O. Cell line: NCI-H226. Synergy scores: CSS=-4.41, Synergy_ZIP=1.43, Synergy_Bliss=-0.0293, Synergy_Loewe=-6.12, Synergy_HSA=-5.77. (4) Drug 1: CN(C)C1=NC(=NC(=N1)N(C)C)N(C)C. Drug 2: C1=NC2=C(N1)C(=S)N=C(N2)N. Cell line: MDA-MB-231. Synergy scores: CSS=33.5, Synergy_ZIP=-10.3, Synergy_Bliss=-0.448, Synergy_Loewe=-32.3, Synergy_HSA=-1.85. (5) Drug 1: CNC(=O)C1=CC=CC=C1SC2=CC3=C(C=C2)C(=NN3)C=CC4=CC=CC=N4. Drug 2: CC1C(C(CC(O1)OC2CC(CC3=C2C(=C4C(=C3O)C(=O)C5=C(C4=O)C(=CC=C5)OC)O)(C(=O)C)O)N)O.Cl. Cell line: MALME-3M. Synergy scores: CSS=15.2, Synergy_ZIP=-5.23, Synergy_Bliss=4.39, Synergy_Loewe=-0.644, Synergy_HSA=1.93.